From a dataset of Full USPTO retrosynthesis dataset with 1.9M reactions from patents (1976-2016). Predict the reactants needed to synthesize the given product. (1) Given the product [F:1][C:2]1[CH:3]=[CH:4][C:5]([CH2:6][N:7]2[C:37](=[O:38])[C:36]([C:31]3[NH:30][C:29]4[CH:40]=[CH:41][C:26]([NH:25][S:22]([CH3:21])(=[O:24])=[O:23])=[CH:27][C:28]=4[S:33](=[O:35])(=[O:34])[N:32]=3)=[C:15]([OH:16])[C@@H:9]3[C@H:8]2[C@H:13]2[CH2:14][C@@H:10]3[CH2:11][CH2:12]2)=[CH:19][CH:20]=1, predict the reactants needed to synthesize it. The reactants are: [F:1][C:2]1[CH:20]=[CH:19][C:5]([CH2:6][NH:7][C@@H:8]2[C@H:13]3[CH2:14][C@H:10]([CH2:11][CH2:12]3)[C@@H:9]2[C:15](OC)=[O:16])=[CH:4][CH:3]=1.[CH3:21][S:22]([NH:25][C:26]1[CH:41]=[CH:40][C:29]2[NH:30][C:31]([CH2:36][C:37](O)=[O:38])=[N:32][S:33](=[O:35])(=[O:34])[C:28]=2[CH:27]=1)(=[O:24])=[O:23].CN1CCOCC1.Cl.CN(C)CCCN=C=NCC.C(N(CC)CC)C. (2) Given the product [CH:18]1([CH2:17][NH:16][C:14]([C:11]2[CH:12]=[CH:13][C:8]([C:6]3[C:5]([CH3:21])=[CH:4][CH:3]=[C:2]([NH:1][C:27]([C:25]4[N:24]=[CH:23][S:22][CH:26]=4)=[O:28])[CH:7]=3)=[CH:9][CH:10]=2)=[O:15])[CH2:20][CH2:19]1, predict the reactants needed to synthesize it. The reactants are: [NH2:1][C:2]1[CH:3]=[CH:4][C:5]([CH3:21])=[C:6]([C:8]2[CH:13]=[CH:12][C:11]([C:14]([NH:16][CH2:17][CH:18]3[CH2:20][CH2:19]3)=[O:15])=[CH:10][CH:9]=2)[CH:7]=1.[S:22]1[CH:26]=[C:25]([C:27](O)=[O:28])[N:24]=[CH:23]1.